This data is from Experimentally validated miRNA-target interactions with 360,000+ pairs, plus equal number of negative samples. The task is: Binary Classification. Given a miRNA mature sequence and a target amino acid sequence, predict their likelihood of interaction. (1) The miRNA is mmu-miR-5125 with sequence UCUGCCUGGGAUUUCCUUGU. The protein sequence of the target gene is MSDGDYDYLIKFLALGDSGVGKTSVLYQYTDGKFNSKFITTVGIDFREKRVVYRANGPDGAVGRGQRIHLQLWDTAGQERFRSLTTAFFRDAMGFLLLFDLTNEQSFLNVRNWISQLQMHAYCENPDIVLCGNKSDLEDQRAVKEEEARELAEKYGIPYFETSAANGTNISHAIEMLLDLIMKRMERCVDKSWIPEGVVRSNGHTSADQLSEEKEKGLCGC. Result: 1 (interaction). (2) The protein sequence of the target gene is MSASQDSRSRDNGPDGMEPEGVIESNWNEIVDSFDDMNLSESLLRGIYAYGFEKPSAIQQRAILPCIKGYDVIAQAQSGTGKTATFAISILQQIELDLKATQALVLAPTRELAQQIQKVVMALGDYMGASCHACIGGTNVRAEVQKLQMEAPHIIVGTPGRVFDMLNRRYLSPKYIKMFVLDEADEMLSRGFKDQIYDIFQKLNSNTQVVLLSATMPSDVLEVTKKFMRDPIRILVKKEELTLEGIRQFYINVEREEWKLDTLCDLYETLTITQAVIFINTRRKVDWLTEKMHARDFTVS.... The miRNA is hsa-miR-93-3p with sequence ACUGCUGAGCUAGCACUUCCCG. Result: 1 (interaction). (3) The miRNA is hsa-miR-6755-5p with sequence UAGGGUAGACACUGACAACGUU. The protein sequence of the target gene is MKRDRLGRFLSPGSSRQCGASDGGGGVSRTRGRPSLSGGPRVDGATARRAWGPVGSCGDAGEDGADEAGAGRALAMGHCRLCHGKFSSRSLRSISERAPGASMERPSAEERVLVRDFQRLLGVAVRQDPTLSPFVCKSCHAQFYQCHSLLKSFLQRVNASPAGRRKPCAKVGAQPPTGAEEGACLVDLITSSPQCLHGLVGWVHGHAASCGALPHLQRTLSSEYCGVIQVVWGCDQGHDYTMDTSSSCKAFLLDSALAVKWPWDKETAPRLPQHRGWNPGDAPQTSQGRGTGTPVGAETK.... Result: 0 (no interaction). (4) The miRNA is mmu-miR-1306-5p with sequence CACCACCUCCCCUGCAAACGUCC. The protein sequence of the target gene is MLPSQEASKLYHEHYMRNSRAIGVLWAIFTICFAIINVVVFIQPYWVGDSVSTPKPGYFGLFHYCVGSGLAGRELTCRGSFTDFSTIPSSAFKAAAFFVLLSMVLILGCITCFALFFFCNTATVYKICAWMQLLAALCLVLGCMIFPDGWDAETIRDMCGAKTGKYSLGDCSVRWAYILAIIGILNALILSFLAFVLGNRQTDLLQEELKQENKDFVGTTVSSVLRPGGDVSGWGVLPCPVAHTQGP. Result: 1 (interaction). (5) The miRNA is hsa-miR-4451 with sequence UGGUAGAGCUGAGGACA. The protein sequence of the target gene is MSSPSSPFREQSFLCAAGDAGEESRVQVLKNEVRRGSPVLLGWVEQAYADKCVCGPSAPPAPTPPSLSQRVMCNDLFKVNPFQLQQFRADPSTASLLLCPGGLDHKLNLRGKAWG. Result: 1 (interaction).